This data is from Catalyst prediction with 721,799 reactions and 888 catalyst types from USPTO. The task is: Predict which catalyst facilitates the given reaction. (1) Reactant: [NH:1]1[CH2:6][CH2:5][CH:4]([C:7]2[CH:12]=[CH:11][C:10]([NH:13][C:14]([C:16]3[N:17]=[C:18]([C:25]4[CH:30]=[CH:29][CH:28]=[CH:27][CH:26]=4)[O:19][C:20]=3[C:21]([F:24])([F:23])[F:22])=[O:15])=[CH:9][CH:8]=2)[CH2:3][CH2:2]1.F[C:32]1[CH:40]=[CH:39][C:35]([C:36]([OH:38])=[O:37])=[CH:34][N:33]=1.C(=O)([O-])[O-].[K+].[K+]. Product: [C:25]1([C:18]2[O:19][C:20]([C:21]([F:22])([F:23])[F:24])=[C:16]([C:14]([NH:13][C:10]3[CH:9]=[CH:8][C:7]([CH:4]4[CH2:5][CH2:6][N:1]([C:32]5[CH:40]=[CH:39][C:35]([C:36]([OH:38])=[O:37])=[CH:34][N:33]=5)[CH2:2][CH2:3]4)=[CH:12][CH:11]=3)=[O:15])[N:17]=2)[CH:30]=[CH:29][CH:28]=[CH:27][CH:26]=1. The catalyst class is: 16. (2) Product: [Cl:23][C:24]1[CH:25]=[CH:26][C:27]([C:2]2[N:7]=[N:6][C:5]([N:8]3[CH2:12][C@@H:11]4[CH2:13][N:14]([C:16]([O:18][C:19]([CH3:21])([CH3:20])[CH3:22])=[O:17])[CH2:15][C@@H:10]4[CH2:9]3)=[CH:4][CH:3]=2)=[C:28]([OH:30])[CH:29]=1. Reactant: Cl[C:2]1[N:7]=[N:6][C:5]([N:8]2[CH2:12][C@@H:11]3[CH2:13][N:14]([C:16]([O:18][C:19]([CH3:22])([CH3:21])[CH3:20])=[O:17])[CH2:15][C@@H:10]3[CH2:9]2)=[CH:4][CH:3]=1.[Cl:23][C:24]1[CH:25]=[CH:26][C:27](B2OC(C)(C)C(C)(C)O2)=[C:28]([OH:30])[CH:29]=1.C(=O)([O-])[O-].[Na+].[Na+].C(Cl)Cl. The catalyst class is: 117. (3) Reactant: COC1C=CC(C[N:8](CC2C=CC(OC)=CC=2)[S:9]([C@@H:12]([CH2:14][CH:15]=[CH2:16])[CH3:13])(=[O:11])=[O:10])=CC=1.FC(F)(F)C(O)=O. Product: [CH3:13][C@@H:12]([S:9]([NH2:8])(=[O:11])=[O:10])[CH2:14][CH:15]=[CH2:16]. The catalyst class is: 91. (4) Reactant: [CH3:1][C@@H:2]1[CH2:6][CH2:5][CH2:4][N:3]1[CH2:7][CH2:8][CH2:9][O:10][C:11]1[CH:16]=[CH:15][C:14]([C:17]2[S:18][C:19]3[CH2:20][N:21]([C:26](=[O:32])[CH2:27][C:28]([O:30]C)=O)[CH2:22][CH2:23][C:24]=3[N:25]=2)=[CH:13][CH:12]=1.[NH3:33]. Product: [CH3:1][C@@H:2]1[CH2:6][CH2:5][CH2:4][N:3]1[CH2:7][CH2:8][CH2:9][O:10][C:11]1[CH:16]=[CH:15][C:14]([C:17]2[S:18][C:19]3[CH2:20][N:21]([C:26](=[O:32])[CH2:27][C:28]([NH2:33])=[O:30])[CH2:22][CH2:23][C:24]=3[N:25]=2)=[CH:13][CH:12]=1. The catalyst class is: 5. (5) Reactant: [CH2:1]([O:19][C:20]1[CH:21]=[C:22]([CH:27]=[C:28]([O:49][CH2:50][CH2:51][CH2:52][CH2:53][CH2:54][CH2:55][CH2:56][CH2:57][CH2:58][CH2:59][CH2:60][CH2:61][CH2:62][CH2:63][CH2:64][CH2:65][CH2:66][CH3:67])[C:29]=1[O:30][CH2:31][CH2:32][CH2:33][CH2:34][CH2:35][CH2:36][CH2:37][CH2:38][CH2:39][CH2:40][CH2:41][CH2:42][CH2:43][CH2:44][CH2:45][CH2:46][CH2:47][CH3:48])[CH2:23][N:24]=[N+]=[N-])[CH2:2][CH2:3][CH2:4][CH2:5][CH2:6][CH2:7][CH2:8][CH2:9][CH2:10][CH2:11][CH2:12][CH2:13][CH2:14][CH2:15][CH2:16][CH2:17][CH3:18].[H-].[Al+3].[Li+].[H-].[H-].[H-]. Product: [CH2:50]([O:49][C:28]1[CH:27]=[C:22]([CH:21]=[C:20]([O:19][CH2:1][CH2:2][CH2:3][CH2:4][CH2:5][CH2:6][CH2:7][CH2:8][CH2:9][CH2:10][CH2:11][CH2:12][CH2:13][CH2:14][CH2:15][CH2:16][CH2:17][CH3:18])[C:29]=1[O:30][CH2:31][CH2:32][CH2:33][CH2:34][CH2:35][CH2:36][CH2:37][CH2:38][CH2:39][CH2:40][CH2:41][CH2:42][CH2:43][CH2:44][CH2:45][CH2:46][CH2:47][CH3:48])[CH2:23][NH2:24])[CH2:51][CH2:52][CH2:53][CH2:54][CH2:55][CH2:56][CH2:57][CH2:58][CH2:59][CH2:60][CH2:61][CH2:62][CH2:63][CH2:64][CH2:65][CH2:66][CH3:67]. The catalyst class is: 7. (6) Product: [CH2:4]=[CH:5][CH3:6].[C:4]([O:8][CH3:9])(=[O:7])[CH:5]=[CH2:6]. Reactant: C(Cl)Cl.[C:4]([O:8][CH3:9])(=[O:7])[CH:5]=[CH2:6].C=CC. The catalyst class is: 11. (7) Reactant: [CH2:1]([O:3][C:4]([C:6]1[CH:14]=[C:13]2[C:9]([C:10]([CH:18]=[O:19])=[C:11]([CH:15]([CH3:17])[CH3:16])[NH:12]2)=[CH:8][CH:7]=1)=[O:5])[CH3:2].C([O-])([O-])=O.[K+].[K+].[CH2:26](Br)[C:27]1[CH:32]=[CH:31][CH:30]=[CH:29][CH:28]=1. Product: [CH2:1]([O:3][C:4]([C:6]1[CH:14]=[C:13]2[C:9]([C:10]([CH:18]=[O:19])=[C:11]([CH:15]([CH3:16])[CH3:17])[N:12]2[CH2:26][C:27]2[CH:32]=[CH:31][CH:30]=[CH:29][CH:28]=2)=[CH:8][CH:7]=1)=[O:5])[CH3:2]. The catalyst class is: 31.